Dataset: Catalyst prediction with 721,799 reactions and 888 catalyst types from USPTO. Task: Predict which catalyst facilitates the given reaction. Reactant: O[C:2]1[C:7]([C:8]([OH:10])=O)=[CH:6][N:5]=[C:4]2[N:11]([C:15]3[CH:20]=[CH:19][CH:18]=[CH:17][N:16]=3)[N:12]=[C:13]([CH3:14])[C:3]=12.P(Cl)(Cl)([Cl:23])=O.[CH3:26][NH:27][C:28]1[CH:33]=[CH:32][CH:31]=[CH:30][CH:29]=1.C(N(CC)CC)C. Product: [Cl:23][C:2]1[C:7]([C:8]([N:27]([CH3:26])[C:28]2[CH:33]=[CH:32][CH:31]=[CH:30][CH:29]=2)=[O:10])=[CH:6][N:5]=[C:4]2[N:11]([C:15]3[CH:20]=[CH:19][CH:18]=[CH:17][N:16]=3)[N:12]=[C:13]([CH3:14])[C:3]=12. The catalyst class is: 7.